This data is from Forward reaction prediction with 1.9M reactions from USPTO patents (1976-2016). The task is: Predict the product of the given reaction. (1) Given the reactants C[O:2][C:3]([C:5]1[C:13]2[C:8](=[CH:9][CH:10]=[CH:11][CH:12]=2)[N:7]([CH2:14][C:15]2[CH:20]=[CH:19][C:18]([N+:21]([O-])=O)=[CH:17][CH:16]=2)[CH:6]=1)=[O:4].[C:24]([C:28]1[CH:33]=[CH:32][C:31]([S:34](Cl)(=[O:36])=[O:35])=[CH:30][CH:29]=1)([CH3:27])([CH3:26])[CH3:25].C(O)(C(F)(F)F)=O, predict the reaction product. The product is: [C:24]([C:28]1[CH:33]=[CH:32][C:31]([S:34]([NH:21][C:18]2[CH:19]=[CH:20][C:15]([CH2:14][N:7]3[C:8]4[C:13](=[CH:12][CH:11]=[CH:10][CH:9]=4)[C:5]([C:3]([OH:2])=[O:4])=[CH:6]3)=[CH:16][CH:17]=2)(=[O:36])=[O:35])=[CH:30][CH:29]=1)([CH3:27])([CH3:25])[CH3:26]. (2) The product is: [NH2:15][C:16]1[C:23]([O:9][CH2:8][CH2:7][C:2]2[CH:3]=[CH:4][CH:5]=[CH:6][N:1]=2)=[CH:22][C:21]([S:25]([CH:28]([CH3:30])[CH3:29])(=[O:27])=[O:26])=[CH:20][C:17]=1[C:18]#[N:19]. Given the reactants [N:1]1[CH:6]=[CH:5][CH:4]=[CH:3][C:2]=1[CH2:7][CH2:8][OH:9].CS(Cl)(=O)=O.[NH2:15][C:16]1[C:23](O)=[CH:22][C:21]([S:25]([CH:28]([CH3:30])[CH3:29])(=[O:27])=[O:26])=[CH:20][C:17]=1[C:18]#[N:19].C(=O)([O-])[O-].[K+].[K+], predict the reaction product.